Dataset: Forward reaction prediction with 1.9M reactions from USPTO patents (1976-2016). Task: Predict the product of the given reaction. (1) Given the reactants [CH3:1][O:2][C:3]1[CH:10]=[CH:9][C:6]([CH:7]=O)=[C:5]([C:11]([F:14])([F:13])[F:12])[CH:4]=1.[NH3:15].[H][H], predict the reaction product. The product is: [CH3:1][O:2][C:3]1[CH:10]=[CH:9][C:6]([CH2:7][NH2:15])=[C:5]([C:11]([F:14])([F:13])[F:12])[CH:4]=1. (2) Given the reactants [N:1]([CH:4]1[CH2:17][C:6]2([CH2:9][N:8]([C:10]([O:12][C:13]([CH3:16])([CH3:15])[CH3:14])=[O:11])[CH2:7]2)[CH2:5]1)=[N+]=[N-], predict the reaction product. The product is: [NH2:1][CH:4]1[CH2:5][C:6]2([CH2:9][N:8]([C:10]([O:12][C:13]([CH3:15])([CH3:14])[CH3:16])=[O:11])[CH2:7]2)[CH2:17]1. (3) Given the reactants [CH3:1][C:2]1([CH3:19])[C:6]([CH3:8])([CH3:7])[O:5][B:4]([C:9]2[CH:14]=[CH:13][C:12]([CH2:15][C:16]([OH:18])=[O:17])=[CH:11][CH:10]=2)[O:3]1.[CH3:20]O, predict the reaction product. The product is: [CH3:8][C:6]1([CH3:7])[C:2]([CH3:19])([CH3:1])[O:3][B:4]([C:9]2[CH:14]=[CH:13][C:12]([CH2:15][C:16]([O:18][CH3:20])=[O:17])=[CH:11][CH:10]=2)[O:5]1. (4) Given the reactants [Cl:1][C:2]1[CH:10]=[C:9]2[C:5]([CH:6]=[CH:7][NH:8]2)=[CH:4][C:3]=1[C:11]1[CH:16]=[CH:15][C:14]([O:17][CH3:18])=[CH:13][CH:12]=1.[CH3:19]C#N.[OH-:22].[Na+], predict the reaction product. The product is: [Cl:1][C:2]1[CH:10]=[C:9]2[C:5]([C:6]([CH:19]=[O:22])=[CH:7][NH:8]2)=[CH:4][C:3]=1[C:11]1[CH:16]=[CH:15][C:14]([O:17][CH3:18])=[CH:13][CH:12]=1. (5) The product is: [NH2:42][C@H:40]([CH3:41])[CH2:39][NH:43][C:2]1[C:11]2[C:6](=[CH:7][CH:8]=[CH:9][CH:10]=2)[N:5]=[C:4]([C:12]2[CH:17]=[CH:16][CH:15]=[CH:14][C:13]=2[OH:18])[N:3]=1. Given the reactants Cl[C:2]1[C:11]2[C:6](=[CH:7][CH:8]=[CH:9][CH:10]=2)[N:5]=[C:4]([C:12]2[CH:17]=[CH:16][CH:15]=[CH:14][C:13]=2[OH:18])[N:3]=1.BrC1C2C(=CC=CC=2)N=C(C2C=CC=CC=2O)N=1.Cl.Cl.[CH2:39]([NH2:43])[C@H:40]([NH2:42])[CH3:41].C(N(C(C)C)CC)(C)C, predict the reaction product. (6) Given the reactants [CH2:1]([C:3]1[NH:7][N:6]=[C:5]([N:8]2[C:16](=[O:17])[C:15]3[C:10](=[CH:11][CH:12]=[CH:13][CH:14]=3)[C:9]2=[O:18])[CH:4]=1)[CH3:2].C(=O)([O-])[O-].[K+].[K+].Br[CH2:26][C:27]1[CH:32]=[C:31]([Cl:33])[CH:30]=[CH:29][C:28]=1[O:34][CH2:35][CH:36]([CH3:38])[CH3:37], predict the reaction product. The product is: [Cl:33][C:31]1[CH:30]=[CH:29][C:28]([O:34][CH2:35][CH:36]([CH3:38])[CH3:37])=[C:27]([CH2:26][N:7]2[C:3]([CH2:1][CH3:2])=[CH:4][C:5]([N:8]3[C:16](=[O:17])[C:15]4[C:10](=[CH:11][CH:12]=[CH:13][CH:14]=4)[C:9]3=[O:18])=[N:6]2)[CH:32]=1.